From a dataset of Full USPTO retrosynthesis dataset with 1.9M reactions from patents (1976-2016). Predict the reactants needed to synthesize the given product. (1) Given the product [NH:17]1[C:16]([C:12]2[CH:11]=[C:10]3[C:15](=[CH:14][CH:13]=2)[NH:7][N:8]=[C:9]3[C:40]2[CH:41]=[C:42]([C:43]([NH:62][C@H:55]3[C:56]4[C:61](=[CH:60][CH:59]=[CH:58][CH:57]=4)[CH2:53][C@H:54]3[OH:63])=[O:44])[CH:47]=[CH:48][CH:49]=2)=[N:20][CH:19]=[N:18]1, predict the reactants needed to synthesize it. The reactants are: O1CCCCC1[N:7]1[C:15]2[C:10](=[CH:11][C:12]([C:16]3[N:20]=[CH:19][N:18](C(C4C=CC=CC=4)(C4C=CC=CC=4)C4C=CC=CC=4)[N:17]=3)=[CH:13][CH:14]=2)[C:9]([C:40]2[CH:41]=[C:42]([CH:47]=[CH:48][CH:49]=2)[C:43](OC)=[O:44])=[N:8]1.O.[OH-].[Li+].[CH2:53]1[C:61]2[C:56](=[CH:57][CH:58]=[CH:59][CH:60]=2)[C@H:55]([NH2:62])[C@@H:54]1[OH:63].O.ON1C2C=CC=CC=2N=N1.Cl.CN(C)CCCN=C=NCC. (2) Given the product [Cl:40][CH2:39][CH2:38][CH2:37][O:36][C:30]1[CH:29]=[C:28]2[C:33]([C:24]([NH:1][C:2]3[CH:6]=[C:5]([C:7]([NH:9][C:10]4[CH:15]=[CH:14][CH:13]=[C:12]([F:16])[CH:11]=4)=[O:8])[NH:4][N:3]=3)=[N:25][CH:26]=[N:27]2)=[CH:32][C:31]=1[O:34][CH3:35], predict the reactants needed to synthesize it. The reactants are: [NH2:1][C:2]1[CH:6]=[C:5]([C:7]([NH:9][C:10]2[CH:15]=[CH:14][CH:13]=[C:12]([F:16])[CH:11]=2)=[O:8])[NH:4][N:3]=1.O1CCOCC1.Cl[C:24]1[C:33]2[C:28](=[CH:29][C:30]([O:36][CH2:37][CH2:38][CH2:39][Cl:40])=[C:31]([O:34][CH3:35])[CH:32]=2)[N:27]=[CH:26][N:25]=1.ClCCl. (3) Given the product [CH2:48]([S:49]([NH:52][C:16]([C:12]1[CH:11]=[C:10]2[C:15]([C:7]([CH:1]3[CH2:6][CH2:5][CH2:4][CH2:3][CH2:2]3)=[C:8]([C:25]3[CH:30]=[CH:29][CH:28]=[CH:27][CH:26]=3)[N:9]2[CH2:19][C:20]([N:22]([CH3:24])[CH3:23])=[O:21])=[CH:14][CH:13]=1)=[O:17])(=[O:50])=[O:51])[C:42]1[CH:43]=[CH:44][CH:45]=[CH:46][CH:47]=1, predict the reactants needed to synthesize it. The reactants are: [CH:1]1([C:7]2[C:15]3[C:10](=[CH:11][C:12]([C:16](O)=[O:17])=[CH:13][CH:14]=3)[N:9]([CH2:19][C:20]([N:22]([CH3:24])[CH3:23])=[O:21])[C:8]=2[C:25]2[CH:30]=[CH:29][CH:28]=[CH:27][CH:26]=2)[CH2:6][CH2:5][CH2:4][CH2:3][CH2:2]1.C(Cl)(=O)C(Cl)=O.CN(C=O)C.[C:42]1([CH2:48][S:49]([NH2:52])(=[O:51])=[O:50])[CH:47]=[CH:46][CH:45]=[CH:44][CH:43]=1. (4) Given the product [CH:31]([N:27]1[C:26]([C:20]2[N:19]=[C:18]3[C:17]4[CH:34]=[CH:35][C:14]([C@H:11]5[CH2:12][CH2:13][NH:8][CH2:9][C@H:10]5[OH:36])=[CH:15][C:16]=4[O:25][CH2:24][CH2:23][N:22]3[CH:21]=2)=[N:30][C:29]([CH3:38])=[N:28]1)([CH3:33])[CH3:32], predict the reactants needed to synthesize it. The reactants are: C(OC([N:8]1[CH2:13][CH2:12][C@H:11]([C:14]2[CH:35]=[CH:34][C:17]3[C:18]4[N:22]([CH2:23][CH2:24][O:25][C:16]=3[CH:15]=2)[CH:21]=[C:20]([C:26]2[N:27]([CH:31]([CH3:33])[CH3:32])[N:28]=[CH:29][N:30]=2)[N:19]=4)[C@H:10]([OH:36])[CH2:9]1)=O)(C)(C)C.Cl.[CH2:38](Cl)Cl. (5) Given the product [Cl:1][CH2:2][CH2:3][CH2:4][C:5]([O:18][C:14]([CH3:17])([CH3:16])[CH3:15])=[O:6], predict the reactants needed to synthesize it. The reactants are: [Cl:1][CH2:2][CH2:3][CH2:4][C:5](Cl)=[O:6].N1C=CC=CC=1.[C:14]([OH:18])([CH3:17])([CH3:16])[CH3:15]. (6) Given the product [CH3:24][C:23]1[N:1]([C:2]2[N:6]([C:7]3[CH:12]=[CH:11][C:10]([OH:13])=[CH:9][C:8]=3[F:14])[N:5]=[C:4]([CH3:15])[C:3]=2[C:16]#[N:17])[C:19]([CH3:21])=[CH:18][CH:22]=1, predict the reactants needed to synthesize it. The reactants are: [NH2:1][C:2]1[N:6]([C:7]2[CH:12]=[CH:11][C:10]([OH:13])=[CH:9][C:8]=2[F:14])[N:5]=[C:4]([CH3:15])[C:3]=1[C:16]#[N:17].[CH2:18]([CH2:22][C:23](=O)[CH3:24])[C:19]([CH3:21])=O.CCOC(C)=O. (7) Given the product [F:1][C:2]([F:11])([C:13]1[CH:18]=[CH:17][C:16]([N+:19]([O-:21])=[O:20])=[CH:15][CH:14]=1)[C:3]([C:5]1[CH:6]=[CH:7][CH:8]=[CH:9][CH:10]=1)=[O:4], predict the reactants needed to synthesize it. The reactants are: [F:1][CH:2]([F:11])[C:3]([C:5]1[CH:10]=[CH:9][CH:8]=[CH:7][CH:6]=1)=[O:4].Br[C:13]1[CH:18]=[CH:17][C:16]([N+:19]([O-:21])=[O:20])=[CH:15][CH:14]=1. (8) Given the product [NH2:16][C:11]1[N:10]=[C:9]([NH:8][C:4]2[CH:3]=[C:2]([NH:1][C:30](=[O:31])[C:29]3[CH:28]=[CH:27][C:26]([N+:23]([O-:25])=[O:24])=[CH:34][CH:33]=3)[CH:7]=[CH:6][CH:5]=2)[CH:14]=[C:13]([CH3:15])[N:12]=1, predict the reactants needed to synthesize it. The reactants are: [NH2:1][C:2]1[CH:3]=[C:4]([NH:8][C:9]2[CH:14]=[C:13]([CH3:15])[N:12]=[C:11]([NH2:16])[N:10]=2)[CH:5]=[CH:6][CH:7]=1.N1C=CC=CC=1.[N+:23]([C:26]1[CH:34]=[CH:33][C:29]([C:30](Cl)=[O:31])=[CH:28][CH:27]=1)([O-:25])=[O:24].N. (9) Given the product [N:1]([CH2:4][CH2:5][CH2:6][S:7]([Cl:13])(=[O:10])=[O:8])=[N+:2]=[N-:3], predict the reactants needed to synthesize it. The reactants are: [N:1]([CH2:4][CH2:5][CH2:6][S:7]([OH:10])(=O)=[O:8])=[N+:2]=[N-:3].[Na].P(Cl)(Cl)(Cl)(Cl)[Cl:13].